From a dataset of Forward reaction prediction with 1.9M reactions from USPTO patents (1976-2016). Predict the product of the given reaction. (1) Given the reactants [Br:1][C:2]1[CH:3]=[C:4]([C:17]([NH:19][CH2:20][C:21]2[C:22](=[O:29])[NH:23][C:24]([CH3:28])=[CH:25][C:26]=2[CH3:27])=[O:18])[C:5]2[CH:6]=[N:7][N:8]([CH:11]3[CH2:16][CH2:15][NH:14][CH2:13][CH2:12]3)[C:9]=2[CH:10]=1.[CH3:30][N:31]1[CH2:36][CH2:35][C:34](=O)[CH2:33][CH2:32]1.CO.C(O)(=O)C.[BH3-]C#N.[Na+], predict the reaction product. The product is: [Br:1][C:2]1[CH:3]=[C:4]([C:17]([NH:19][CH2:20][C:21]2[C:22](=[O:29])[NH:23][C:24]([CH3:28])=[CH:25][C:26]=2[CH3:27])=[O:18])[C:5]2[CH:6]=[N:7][N:8]([CH:11]3[CH2:16][CH2:15][N:14]([CH:34]4[CH2:35][CH2:36][N:31]([CH3:30])[CH2:32][CH2:33]4)[CH2:13][CH2:12]3)[C:9]=2[CH:10]=1. (2) The product is: [Br:1][C:2]1[CH:7]=[CH:6][CH:5]=[CH:4][C:3]=1[CH2:8][C:9]1[S:56][C:12]([C:14]2[CH:45]=[C:17]3[N:18]=[C:19]([CH3:44])[C:20]([C@H:33]([O:39][C:40]([CH3:43])([CH3:42])[CH3:41])[C:34]([O:36][CH2:37][CH3:38])=[O:35])=[C:21]([N:22]4[CH2:27][CH2:26][C:25](/[CH:29]=[CH:30]/[CH:31]=[CH2:32])([CH3:28])[CH2:24][CH2:23]4)[N:16]3[N:15]=2)=[N:11][CH:10]=1. Given the reactants [Br:1][C:2]1[CH:7]=[CH:6][CH:5]=[CH:4][C:3]=1[CH2:8][C:9](=O)[CH2:10][NH:11][C:12]([C:14]1[CH:45]=[C:17]2[N:18]=[C:19]([CH3:44])[C:20]([C@H:33]([O:39][C:40]([CH3:43])([CH3:42])[CH3:41])[C:34]([O:36][CH2:37][CH3:38])=[O:35])=[C:21]([N:22]3[CH2:27][CH2:26][C:25](/[CH:29]=[CH:30]/[CH:31]=[CH2:32])([CH3:28])[CH2:24][CH2:23]3)[N:16]2[N:15]=1)=O.COC1C=CC(P2(SP(C3C=CC(OC)=CC=3)(=S)S2)=[S:56])=CC=1, predict the reaction product. (3) Given the reactants S(Cl)(Cl)=O.[CH2:5]([C:12]1[CH:13]=[C:14]([CH:18]=[CH:19][CH:20]=1)[C:15]([OH:17])=O)[C:6]1[CH:11]=[CH:10][CH:9]=[CH:8][CH:7]=1.Cl.[Cl:22][C:23]1[CH:24]=[C:25]2[C:29](=[CH:30][CH:31]=1)[NH:28][CH:27]=[C:26]2[CH2:32][CH2:33][NH2:34].C(N(CC)CC)C, predict the reaction product. The product is: [CH2:5]([C:12]1[CH:13]=[C:14]([CH:18]=[CH:19][CH:20]=1)[C:15]([NH:34][CH2:33][CH2:32][C:26]1[C:25]2[C:29](=[CH:30][CH:31]=[C:23]([Cl:22])[CH:24]=2)[NH:28][CH:27]=1)=[O:17])[C:6]1[CH:7]=[CH:8][CH:9]=[CH:10][CH:11]=1. (4) Given the reactants [F:1][C:2]1([F:56])[C:6]2[N:7]([CH2:14][C:15]([NH:17][C@H:18]([C:28]3[C:33](C4C=CC=C5C=4N(C)N=C5NS(C)(=O)=O)=[CH:32][CH:31]=[C:30]([C:49]#[C:50][C:51]([OH:54])([CH3:53])[CH3:52])[N:29]=3)[CH2:19][C:20]3[CH:25]=[C:24]([F:26])[CH:23]=[C:22]([F:27])[CH:21]=3)=[O:16])[N:8]=[C:9]([C:10]([F:13])([F:12])[F:11])[C:5]=2[C@H:4]2[CH2:55][C@@H:3]12.CC1(C)C(C)(C)OB([C:65]2[CH:73]=[CH:72][CH:71]=[C:70]3[C:66]=2[CH:67]=[N:68][NH:69]3)O1.FC1(F)C2N(CC(O)=O)N=C(C(F)(F)F)C=2[C@H]2C[C@@H]12, predict the reaction product. The product is: [F:56][C:2]1([F:1])[C:6]2[N:7]([CH2:14][C:15]([NH:17][C@H:18]([C:28]3[C:33]([C:65]4[CH:73]=[CH:72][CH:71]=[C:70]5[C:66]=4[CH:67]=[N:68][NH:69]5)=[CH:32][CH:31]=[C:30]([C:49]#[C:50][C:51]([OH:54])([CH3:52])[CH3:53])[N:29]=3)[CH2:19][C:20]3[CH:21]=[C:22]([F:27])[CH:23]=[C:24]([F:26])[CH:25]=3)=[O:16])[N:8]=[C:9]([C:10]([F:11])([F:12])[F:13])[C:5]=2[C@H:4]2[CH2:55][C@@H:3]12. (5) Given the reactants [CH2:1]([C:3]([C:6]1[CH:7]=[CH:8][C:9]([OH:14])=[C:10]([CH:13]=1)[CH:11]=[O:12])=[CH:4][CH3:5])[CH3:2].[CH3:15][Mg]Br, predict the reaction product. The product is: [CH2:4]([C:3]([C:6]1[CH:7]=[CH:8][C:9]([OH:14])=[C:10]([CH:11]([OH:12])[CH3:15])[CH:13]=1)=[CH:1][CH3:2])[CH3:5].